Dataset: Reaction yield outcomes from USPTO patents with 853,638 reactions. Task: Predict the reaction yield, written as a fraction of the theoretical maximum amount of product (1.0 means a 100% yield; for example, 0.34 means a 34% yield). (1) The reactants are [CH3:1][N:2]([CH3:26])[C:3]([C:5]1[CH:17]=[C:16]([O:18]CC2C=CC=CC=2)[C:8]2[N:9]=[C:10]([CH:13]([CH3:15])[CH3:14])[N:11]([CH3:12])[C:7]=2[CH:6]=1)=[O:4].C(O)(=O)C. The catalyst is CO.[Pd]. The product is [CH3:26][N:2]([CH3:1])[C:3]([C:5]1[CH:17]=[C:16]([OH:18])[C:8]2[N:9]=[C:10]([CH:13]([CH3:15])[CH3:14])[N:11]([CH3:12])[C:7]=2[CH:6]=1)=[O:4]. The yield is 1.00. (2) The reactants are [Cl:1][C:2]1[CH:3]=[C:4]2[C:8](=[CH:9][CH:10]=1)[N:7]([C:11]1[N:15]([CH3:16])[N:14]=[C:13]([CH3:17])[C:12]=1[C@@H:18]1[CH2:20][C@H:19]1[C:21]([OH:23])=O)[CH:6]=[CH:5]2.[CH2:24]([S:29]([NH2:32])(=[O:31])=[O:30])[CH2:25][CH2:26][CH2:27][CH3:28].Cl.C(N=C=NCCCN(C)C)C.Cl. The catalyst is C(#N)C.CN(C)C1C=CN=CC=1. The product is [Cl:1][C:2]1[CH:3]=[C:4]2[C:8](=[CH:9][CH:10]=1)[N:7]([C:11]1[N:15]([CH3:16])[N:14]=[C:13]([CH3:17])[C:12]=1[C@@H:18]1[CH2:20][C@H:19]1[C:21]([NH:32][S:29]([CH2:24][CH2:25][CH2:26][CH2:27][CH3:28])(=[O:31])=[O:30])=[O:23])[CH:6]=[CH:5]2. The yield is 0.480.